From a dataset of Full USPTO retrosynthesis dataset with 1.9M reactions from patents (1976-2016). Predict the reactants needed to synthesize the given product. Given the product [Si:1]([O:20][CH2:19][C@H:17]1[O:18][C@@H:10]([S:9][CH3:21])[C@H:11]([OH:12])[C@@H:13]([OH:14])[C@H:15]1[OH:16])([C:4]([CH3:7])([CH3:6])[CH3:5])([CH3:3])[CH3:2], predict the reactants needed to synthesize it. The reactants are: [Si:1](Cl)([C:4]([CH3:7])([CH3:6])[CH3:5])([CH3:3])[CH3:2].[S:9]([CH3:21])[C@@H:10]1[O:18][C@H:17]([CH2:19][OH:20])[C@H:15]([OH:16])[C@H:13]([OH:14])[C@H:11]1[OH:12].